From a dataset of Forward reaction prediction with 1.9M reactions from USPTO patents (1976-2016). Predict the product of the given reaction. (1) Given the reactants [Cl:1][C:2]1[CH:3]=[C:4]2[C:8](=[C:9]([CH2:11][N:12]3[C:16]4[CH:17]=[CH:18][C:19]([CH3:21])=[CH:20][C:15]=4[NH:14][C:13]3=[O:22])[CH:10]=1)[N:7]([CH3:23])[C:6]([CH3:24])=[C:5]2[CH3:25].[C:26]([O:32][CH3:33])(=[O:31])[CH:27]=[CH:28][CH2:29][CH3:30].C([O-])([O-])=O.[K+].[K+], predict the reaction product. The product is: [CH3:33][O:32][C:26](=[O:31])[CH2:27][CH:28]([N:14]1[C:15]2[CH:20]=[C:19]([CH3:21])[CH:18]=[CH:17][C:16]=2[N:12]([CH2:11][C:9]2[CH:10]=[C:2]([Cl:1])[CH:3]=[C:4]3[C:8]=2[N:7]([CH3:23])[C:6]([CH3:24])=[C:5]3[CH3:25])[C:13]1=[O:22])[CH2:29][CH3:30]. (2) Given the reactants [NH2:1][C:2]1[C:3]([NH:10][C:11]2[CH:16]=[CH:15][C:14]([CH2:17][CH2:18][NH:19][C:20]([NH:22][S:23]([C:26]3[CH:31]=[CH:30][C:29]([CH3:32])=[CH:28][CH:27]=3)(=[O:25])=[O:24])=[O:21])=[CH:13][CH:12]=2)=[N:4][C:5]([CH3:9])=[CH:6][C:7]=1[CH3:8].[C:33]1([CH2:39][CH2:40][CH2:41][C:42](O)=O)[CH:38]=[CH:37][CH:36]=[CH:35][CH:34]=1.O.C1(C)C=CC(S(O)(=O)=O)=CC=1, predict the reaction product. The product is: [CH3:9][C:5]1[N:4]=[C:3]2[N:10]([C:11]3[CH:16]=[CH:15][C:14]([CH2:17][CH2:18][NH:19][C:20]([NH:22][S:23]([C:26]4[CH:27]=[CH:28][C:29]([CH3:32])=[CH:30][CH:31]=4)(=[O:25])=[O:24])=[O:21])=[CH:13][CH:12]=3)[C:42]([CH2:41][CH2:40][CH2:39][C:33]3[CH:38]=[CH:37][CH:36]=[CH:35][CH:34]=3)=[N:1][C:2]2=[C:7]([CH3:8])[CH:6]=1. (3) Given the reactants [C:12]([O:11][C:9](O[C:9]([O:11][C:12]([CH3:15])([CH3:14])[CH3:13])=[O:10])=[O:10])([CH3:15])([CH3:14])[CH3:13].[N:16]([C@@H:19]([C@@H:50]([C:57]1[CH:62]=[CH:61][C:60]([Cl:63])=[CH:59][CH:58]=1)[CH:51]1[CH2:56][CH2:55][O:54][CH2:53][CH2:52]1)[C:20]([NH:22][C:23]1[CH:28]=[CH:27][CH:26]=[C:25]([F:29])[C:24]=1[CH2:30][CH2:31][C@H:32]([NH:39][S:40]([C:43]1[CH:48]=[CH:47][C:46]([F:49])=[CH:45][CH:44]=1)(=[O:42])=[O:41])[CH2:33][NH:34][CH2:35][C@@H:36]([OH:38])[CH3:37])=[O:21])=[N+:17]=[N-:18], predict the reaction product. The product is: [N:16]([C@@H:19]([C@@H:50]([C:57]1[CH:58]=[CH:59][C:60]([Cl:63])=[CH:61][CH:62]=1)[CH:51]1[CH2:56][CH2:55][O:54][CH2:53][CH2:52]1)[C:20]([NH:22][C:23]1[CH:28]=[CH:27][CH:26]=[C:25]([F:29])[C:24]=1[CH2:30][CH2:31][C@H:32]([NH:39][S:40]([C:43]1[CH:48]=[CH:47][C:46]([F:49])=[CH:45][CH:44]=1)(=[O:42])=[O:41])[CH2:33][N:34]([CH2:35][C@@H:36]([OH:38])[CH3:37])[C:9](=[O:10])[O:11][C:12]([CH3:13])([CH3:14])[CH3:15])=[O:21])=[N+:17]=[N-:18]. (4) Given the reactants [F:1][C:2]([F:22])([F:21])[O:3][C:4]1[CH:5]=[C:6]([C:10]2[CH:11]=[CH:12][C:13]3[N:14]=[CH:15][N:16]=[C:17](O)[C:18]=3[N:19]=2)[CH:7]=[CH:8][CH:9]=1.O=S(Cl)[Cl:25], predict the reaction product. The product is: [Cl:25][C:17]1[C:18]2[N:19]=[C:10]([C:6]3[CH:7]=[CH:8][CH:9]=[C:4]([O:3][C:2]([F:22])([F:21])[F:1])[CH:5]=3)[CH:11]=[CH:12][C:13]=2[N:14]=[CH:15][N:16]=1. (5) Given the reactants [CH:1]1([CH2:6][C:7]([C:11]2[CH:39]=[CH:38][C:37]([C:40]([F:43])([F:42])[F:41])=[CH:36][C:12]=2[CH2:13][N:14]([CH2:21][C:22]2[CH:27]=[C:26]([C:28]([F:31])([F:30])[F:29])[CH:25]=[C:24]([C:32]([F:35])([F:34])[F:33])[CH:23]=2)[C:15]2[N:16]=[N:17][N:18]([CH3:20])[N:19]=2)([O:9][CH3:10])[CH3:8])[CH2:5][CH2:4][CH2:3][CH2:2]1.F[C:45](F)(F)C1C=CC(C#N)=CC=1.C1([Mg]Br)CCCCCC1.C[Mg]Br.CI, predict the reaction product. The product is: [CH:6]1([C:7]([C:11]2[CH:39]=[CH:38][C:37]([C:40]([F:41])([F:43])[F:42])=[CH:36][C:12]=2[CH2:13][N:14]([CH2:21][C:22]2[CH:23]=[C:24]([C:32]([F:33])([F:35])[F:34])[CH:25]=[C:26]([C:28]([F:31])([F:29])[F:30])[CH:27]=2)[C:15]2[N:16]=[N:17][N:18]([CH3:20])[N:19]=2)([O:9][CH3:10])[CH3:8])[CH2:45][CH2:5][CH2:4][CH2:3][CH2:2][CH2:1]1.